Dataset: Reaction yield outcomes from USPTO patents with 853,638 reactions. Task: Predict the reaction yield, written as a fraction of the theoretical maximum amount of product (1.0 means a 100% yield; for example, 0.34 means a 34% yield). (1) The reactants are [C:1]([NH:5][C:6]1[C:15]2[C:10](=[CH:11][CH:12]=[C:13]([C:16]([OH:18])=O)[CH:14]=2)[CH:9]=[CH:8][N:7]=1)([CH3:4])([CH3:3])[CH3:2].Cl.[C:20]([N:24]1[CH:32]=[C:31]2[C:26]([C:27](=[O:38])[NH:28][C:29]3([CH2:37][CH2:36][NH:35][CH2:34][CH2:33]3)[CH2:30]2)=[N:25]1)([CH3:23])([CH3:22])[CH3:21].C(N(CC)CC)C.CCCP1(OP(CCC)(=O)OP(CCC)(=O)O1)=O. The catalyst is CN(C)C=O. The product is [C:20]([N:24]1[CH:32]=[C:31]2[C:26]([C:27](=[O:38])[NH:28][C:29]3([CH2:37][CH2:36][N:35]([C:16]([C:13]4[CH:14]=[C:15]5[C:10]([CH:9]=[CH:8][N:7]=[C:6]5[NH:5][C:1]([CH3:2])([CH3:3])[CH3:4])=[CH:11][CH:12]=4)=[O:18])[CH2:34][CH2:33]3)[CH2:30]2)=[N:25]1)([CH3:23])([CH3:21])[CH3:22]. The yield is 0.240. (2) The reactants are CS(C)=O.C(Cl)(=O)C(Cl)=O.[Cl:11][C:12]1[CH:28]=[C:27]([Cl:29])[CH:26]=[CH:25][C:13]=1[CH2:14][N:15]1[C:19]([CH2:20][OH:21])=[CH:18][C:17]([CH:22]([CH3:24])[CH3:23])=[N:16]1.C(N(CC)CC)C. The catalyst is ClCCl. The product is [Cl:11][C:12]1[CH:28]=[C:27]([Cl:29])[CH:26]=[CH:25][C:13]=1[CH2:14][N:15]1[C:19]([CH:20]=[O:21])=[CH:18][C:17]([CH:22]([CH3:24])[CH3:23])=[N:16]1. The yield is 0.900. (3) The reactants are B(F)(F)F.CC[O:7][CH2:8][CH3:9].OCC[C:13]#[C:14][C:15]([O:17][CH2:18][C:19]1[CH:24]=[CH:23][CH:22]=[CH:21][CH:20]=1)=O.C(=O)(O)[O-:26].[Na+]. The catalyst is C(O)C1C=CC=CC=1.[Hg]=O. The product is [CH2:18]([O:17][C:15]1[CH2:14][CH2:13][O:7][C:8](=[O:26])[CH:9]=1)[C:19]1[CH:20]=[CH:21][CH:22]=[CH:23][CH:24]=1. The yield is 0.550. (4) The reactants are [CH3:1][N:2]1[C:6]([C:7]2[S:8][CH:9]=[C:10]([Cl:13])[C:11]=2[Cl:12])=[N:5][C:4]([C:14]2[C:19]([F:20])=[CH:18][CH:17]=[CH:16][C:15]=2[Cl:21])=[N:3]1.C([O-])(=O)C.[Na+].[Br:27]Br.C(Cl)Cl. The catalyst is C(O)(=O)C. The product is [CH3:1][N:2]1[C:6]([C:7]2[S:8][C:9]([Br:27])=[C:10]([Cl:13])[C:11]=2[Cl:12])=[N:5][C:4]([C:14]2[C:19]([F:20])=[CH:18][CH:17]=[CH:16][C:15]=2[Cl:21])=[N:3]1. The yield is 0.960. (5) The reactants are Br[C:2]1[CH:7]=[C:6]([CH2:8][CH3:9])[CH:5]=[CH:4][C:3]=1[O:10][CH3:11].[C:12]1(B(O)O)[CH:17]=[CH:16][CH:15]=[CH:14][CH:13]=1.C(=O)([O-])[O-].[Na+].[Na+]. The catalyst is C(COC)OC.O. The product is [CH2:8]([C:6]1[CH:5]=[CH:4][C:3]([O:10][CH3:11])=[C:2]([C:12]2[CH:17]=[CH:16][CH:15]=[CH:14][CH:13]=2)[CH:7]=1)[CH3:9]. The yield is 0.920. (6) The reactants are [I:1][C:2]1[CH:3]=[N:4][N:5]([CH3:10])[C:6]=1[C:7](O)=[O:8].C(N1C=CN=C1)([N:13]1C=CN=C1)=O.[Cl-].[NH4+].C(N(CC)CC)C. The catalyst is C(Cl)Cl. The product is [I:1][C:2]1[CH:3]=[N:4][N:5]([CH3:10])[C:6]=1[C:7]([NH2:13])=[O:8]. The yield is 0.750. (7) The reactants are [Cl:1][C:2]1[NH:3][C:4]2[C:9]([C:10]=1[CH:11]=[O:12])=[CH:8][CH:7]=[CH:6][CH:5]=2.[C:13]1(B(O)O)[CH:18]=[CH:17][CH:16]=[CH:15][CH:14]=1.N1C=CC=CC=1.C(N(CC)CC)C. The catalyst is ClCCl. The product is [Cl:1][C:2]1[N:3]([C:13]2[CH:18]=[CH:17][CH:16]=[CH:15][CH:14]=2)[C:4]2[C:9]([C:10]=1[CH:11]=[O:12])=[CH:8][CH:7]=[CH:6][CH:5]=2. The yield is 0.880. (8) The reactants are [Cl:1][C:2]1[CH:14]=[CH:13][C:5]2[CH2:6][CH:7]([CH:9](C)[C:10]#[N:11])[O:8][C:4]=2[C:3]=1[C:15]1[CH:20]=[CH:19][CH:18]=[CH:17][C:16]=1[Cl:21].B.O1CCCC1. The catalyst is O1CCCC1. The product is [Cl:1][C:2]1[CH:14]=[CH:13][C:5]2[CH2:6][CH:7]([CH2:9][CH2:10][NH2:11])[O:8][C:4]=2[C:3]=1[C:15]1[CH:20]=[CH:19][CH:18]=[CH:17][C:16]=1[Cl:21]. The yield is 0.190.